Dataset: Reaction yield outcomes from USPTO patents with 853,638 reactions. Task: Predict the reaction yield, written as a fraction of the theoretical maximum amount of product (1.0 means a 100% yield; for example, 0.34 means a 34% yield). (1) The product is [CH3:1][S:2][CH2:3][CH2:4][N:5]([C:16](=[O:24])[C:17]1[CH:18]=[CH:19][C:20]([F:23])=[CH:21][CH:22]=1)[C:6]1[CH:11]=[CH:10][C:9]([S:12]([NH:15][C:25](=[O:27])[CH3:26])(=[O:13])=[O:14])=[CH:8][CH:7]=1. The catalyst is C(Cl)Cl. The yield is 0.810. The reactants are [CH3:1][S:2][CH2:3][CH2:4][N:5]([C:16](=[O:24])[C:17]1[CH:22]=[CH:21][C:20]([F:23])=[CH:19][CH:18]=1)[C:6]1[CH:11]=[CH:10][C:9]([S:12]([NH2:15])(=[O:14])=[O:13])=[CH:8][CH:7]=1.[C:25](Cl)(=[O:27])[CH3:26].CCN(CC)CC. (2) The reactants are COC1C=CC(C[N:8]2[CH:17]=[C:16]3[C:10]([C:11](=[O:40])[C:12]([CH3:39])([CH3:38])[CH2:13][C:14]4[S:20][C:19]([N:21](CC5C=CC(OC)=CC=5)[C:22]5[N:27]=[C:26]([CH3:28])[CH:25]=[CH:24][N:23]=5)=[N:18][C:15]=43)=[N:9]2)=CC=1. The catalyst is C(O)(C(F)(F)F)=O. The product is [CH3:38][C:12]1([CH3:39])[C:11](=[O:40])[C:10]2[NH:9][N:8]=[CH:17][C:16]=2[C:15]2[N:18]=[C:19]([NH:21][C:22]3[N:27]=[C:26]([CH3:28])[CH:25]=[CH:24][N:23]=3)[S:20][C:14]=2[CH2:13]1. The yield is 0.400. (3) The reactants are [F:1][C:2]1[C:3]([C:9]2[N:13]([CH:14]3[CH2:19][CH2:18][O:17][CH2:16][CH2:15]3)[C:12]([CH3:20])=[N:11][CH:10]=2)=[N:4][C:5]([NH2:8])=[N:6][CH:7]=1.Br[C:22]1[CH:27]=[CH:26][CH:25]=[C:24]([O:28][CH3:29])[N:23]=1. No catalyst specified. The product is [F:1][C:2]1[C:3]([C:9]2[N:13]([CH:14]3[CH2:19][CH2:18][O:17][CH2:16][CH2:15]3)[C:12]([CH3:20])=[N:11][CH:10]=2)=[N:4][C:5]([NH:8][C:22]2[CH:27]=[CH:26][CH:25]=[C:24]([O:28][CH3:29])[N:23]=2)=[N:6][CH:7]=1. The yield is 0.870. (4) The reactants are [F:1][C:2]([F:32])([F:31])[O:3][C:4]1[CH:9]=[CH:8][C:7]([S:10]([N:13]2[CH2:18][CH2:17][CH:16]([O:19][N:20]3C(=O)C4C(=CC=CC=4)C3=O)[CH2:15][CH2:14]2)(=[O:12])=[O:11])=[CH:6][CH:5]=1.O.NN. The catalyst is CCO. The product is [F:32][C:2]([F:1])([F:31])[O:3][C:4]1[CH:5]=[CH:6][C:7]([S:10]([N:13]2[CH2:18][CH2:17][CH:16]([O:19][NH2:20])[CH2:15][CH2:14]2)(=[O:11])=[O:12])=[CH:8][CH:9]=1. The yield is 1.00. (5) The reactants are O.S(O)(O)(=O)=O.[NH2:7][C:8]1[C:13]([NH2:14])=[C:12]([OH:15])[N:11]=[C:10]([SH:16])[N:9]=1.[NH2:7][C:8]1[C:13]([NH2:14])=[C:12]([OH:15])[N:11]=[C:10]([SH:16])[N:9]=1.O.O.O.[Cl-:30].[Ba+2].[Cl-]. The catalyst is O. The yield is 0.660. The product is [ClH:30].[NH2:14][C:13]1[C:12]([OH:15])=[N:11][C:10]([SH:16])=[N:9][C:8]=1[NH2:7]. (6) The reactants are [CH3:1][CH:2]([CH3:22])[CH2:3][C@H:4]([N:8]1[CH2:12][C:11]([O:13][C:14]2[CH:19]=[CH:18][CH:17]=[CH:16][C:15]=2[CH3:20])=[CH:10][C:9]1=[O:21])[C:5]([OH:7])=O.[CH3:23][C:24]1([CH3:36])[O:28][C@H:27]([CH2:29][N:30]2[CH:34]=[CH:33][C:32]([NH2:35])=[N:31]2)[CH2:26][O:25]1.F[P-](F)(F)(F)(F)F.N1(O[P+](N(C)C)(N(C)C)N(C)C)C2C=CC=CC=2N=N1.C(N(CC)CC)C. The catalyst is CN(C)C=O. The product is [CH3:23][C:24]1([CH3:36])[O:28][C@H:27]([CH2:29][N:30]2[CH:34]=[CH:33][C:32]([NH:35][C:5](=[O:7])[C@@H:4]([N:8]3[CH2:12][C:11]([O:13][C:14]4[CH:19]=[CH:18][CH:17]=[CH:16][C:15]=4[CH3:20])=[CH:10][C:9]3=[O:21])[CH2:3][CH:2]([CH3:1])[CH3:22])=[N:31]2)[CH2:26][O:25]1. The yield is 0.480.